This data is from Forward reaction prediction with 1.9M reactions from USPTO patents (1976-2016). The task is: Predict the product of the given reaction. (1) Given the reactants [N:1]1[C:10]2[C:5](=[CH:6][CH:7]=[CH:8][CH:9]=2)[CH:4]=[C:3]([OH:11])[CH:2]=1.C(=O)([O-])[O-].[Cs+].[Cs+].C(CC(=O)C(C)(C)C)(=O)C(C)(C)C.Br[CH2:32][C:33]([C:35]1[CH:40]=[CH:39][CH:38]=[CH:37][CH:36]=1)=[O:34], predict the reaction product. The product is: [N:1]1[C:10]2[C:5](=[CH:6][CH:7]=[CH:8][CH:9]=2)[CH:4]=[C:3]([O:11][C:36]2[CH:37]=[CH:38][CH:39]=[CH:40][C:35]=2[C:33](=[O:34])[CH3:32])[CH:2]=1. (2) Given the reactants FC(F)(F)S(O[C:7]1[CH2:12][CH2:11][CH:10]([C:13]([F:16])([F:15])[F:14])[CH2:9][CH:8]=1)(=O)=O.[CH3:19][C:20]1([CH3:36])[C:24]([CH3:26])([CH3:25])[O:23][B:22]([B:22]2[O:23][C:24]([CH3:26])([CH3:25])[C:20]([CH3:36])([CH3:19])[O:21]2)[O:21]1.CC([O-])=O.[K+], predict the reaction product. The product is: [CH3:19][C:20]1([CH3:36])[C:24]([CH3:26])([CH3:25])[O:23][B:22]([C:7]2[CH2:12][CH2:11][CH:10]([C:13]([F:16])([F:15])[F:14])[CH2:9][CH:8]=2)[O:21]1. (3) Given the reactants C([NH:4][C:5]1[C:6]([C:18]([OH:20])=[O:19])=[CH:7][C:8]2[C:13]([C:14]=1[N+:15]([O-:17])=[O:16])=[CH:12][CH:11]=[CH:10][CH:9]=2)(=O)C, predict the reaction product. The product is: [NH2:4][C:5]1[C:6]([C:18]([OH:20])=[O:19])=[CH:7][C:8]2[C:13]([C:14]=1[N+:15]([O-:17])=[O:16])=[CH:12][CH:11]=[CH:10][CH:9]=2. (4) Given the reactants C([N:3]([CH2:6]C)CC)C.[Br:8][C:9]([CH3:14])(C)[C:10](Br)=[O:11].[O:15]1CCCC1, predict the reaction product. The product is: [Br:8][CH:9]([CH3:14])[C:10]([OH:11])=[O:15].[C:6]1(=[O:15])[NH:3][C:10](=[O:11])[CH:9]=[CH:14]1. (5) Given the reactants [CH3:1][O-:2].[Na+].[Cl:4][C:5]1[N:10]=[C:9](Cl)[C:8]([Cl:12])=[CH:7][N:6]=1, predict the reaction product. The product is: [Cl:4][C:5]1[N:10]=[C:9]([O:2][CH3:1])[C:8]([Cl:12])=[CH:7][N:6]=1. (6) Given the reactants C(OC(=O)[NH:7][C:8]1[CH:13]=[CH:12][C:11]([CH2:14][O:15][C:16]2[CH:21]=[CH:20][CH:19]=[CH:18][N:17]=2)=[CH:10][CH:9]=1)(C)(C)C.C1(P(=O)(C2C=CC=CC=2)C2C=CC=CC=2)C=CC=CC=1.Cl, predict the reaction product. The product is: [N:17]1[CH:18]=[CH:19][CH:20]=[CH:21][C:16]=1[O:15][CH2:14][C:11]1[CH:12]=[CH:13][C:8]([NH2:7])=[CH:9][CH:10]=1. (7) Given the reactants [CH3:1][O:2][C:3]1[CH:4]=[C:5]2[C:9](=[CH:10][CH:11]=1)[N:8]([CH3:12])[N:7]=[C:6]2[C:13]1[N:14]=[C:15]2[C:21]([C:22]([NH:24][C@@H:25]3[CH2:30][CH2:29][O:28][CH2:27][C@@H:26]3[NH:31]C(=O)OC(C)(C)C)=[O:23])=[CH:20][N:19](COCC[Si](C)(C)C)[C:16]2=[N:17][CH:18]=1.C(O)(C(F)(F)F)=O, predict the reaction product. The product is: [NH2:31][C@@H:26]1[C@H:25]([NH:24][C:22]([C:21]2[C:15]3[C:16](=[N:17][CH:18]=[C:13]([C:6]4[C:5]5[C:9](=[CH:10][CH:11]=[C:3]([O:2][CH3:1])[CH:4]=5)[N:8]([CH3:12])[N:7]=4)[N:14]=3)[NH:19][CH:20]=2)=[O:23])[CH2:30][CH2:29][O:28][CH2:27]1.